From a dataset of Full USPTO retrosynthesis dataset with 1.9M reactions from patents (1976-2016). Predict the reactants needed to synthesize the given product. (1) Given the product [CH3:37][N:14]([CH3:13])[C:15]([N:17]1[CH2:20][CH:19]([O:21][C:22]2[C:27]3[CH:28]=[C:29]([CH3:31])[O:30][C:26]=3[CH:25]=[C:24]([C:32]([NH:1][C:2]3[CH:7]=[CH:6][C:5]([CH3:8])=[CH:4][N:3]=3)=[O:33])[CH:23]=2)[CH2:18]1)=[O:16], predict the reactants needed to synthesize it. The reactants are: [NH2:1][C:2]1[CH:7]=[CH:6][C:5]([CH3:8])=[CH:4][N:3]=1.[Al](Cl)(C)C.[CH3:13][N:14]([CH3:37])[C:15]([N:17]1[CH2:20][CH:19]([O:21][C:22]2[C:27]3[CH:28]=[C:29]([CH3:31])[O:30][C:26]=3[CH:25]=[C:24]([C:32](OCC)=[O:33])[CH:23]=2)[CH2:18]1)=[O:16]. (2) Given the product [F:53][C:43]([F:42])([F:54])[C:44]1[C:45]2[CH2:52][CH2:51][O:50][CH2:49][C:46]=2[N:47]([C:2]2[C:3](=[O:28])[NH:4][C:5](=[O:27])[N:6]([CH2:8][CH2:9][CH2:10][N:11]3[CH2:16][C@H:15]4[C@:13]([C:17]5[CH:22]=[CH:21][C:20]([C:23]([F:26])([F:25])[F:24])=[CH:19][CH:18]=5)([CH2:14]4)[CH2:12]3)[CH:7]=2)[N:48]=1, predict the reactants needed to synthesize it. The reactants are: I[C:2]1[C:3](=[O:28])[NH:4][C:5](=[O:27])[N:6]([CH2:8][CH2:9][CH2:10][N:11]2[CH2:16][C@H:15]3[C@:13]([C:17]4[CH:22]=[CH:21][C:20]([C:23]([F:26])([F:25])[F:24])=[CH:19][CH:18]=4)([CH2:14]3)[CH2:12]2)[CH:7]=1.CN(C)CC(O)=O.C([O-])([O-])=O.[K+].[K+].[F:42][C:43]([F:54])([F:53])[C:44]1[C:45]2[CH2:52][CH2:51][O:50][CH2:49][C:46]=2[NH:47][N:48]=1. (3) Given the product [F:1][C:2]1[CH:7]=[CH:6][C:5]([N:8]2[C:16]3[C:11](=[CH:12][C:13]([C:23]4([OH:29])[CH2:28][CH2:27][CH2:26][CH2:25][CH2:24]4)=[CH:14][CH:15]=3)[CH:10]=[N:9]2)=[CH:4][CH:3]=1, predict the reactants needed to synthesize it. The reactants are: [F:1][C:2]1[CH:7]=[CH:6][C:5]([N:8]2[C:16]3[C:11](=[CH:12][C:13](I)=[CH:14][CH:15]=3)[CH:10]=[N:9]2)=[CH:4][CH:3]=1.[Li]CCCC.[C:23]1(=[O:29])[CH2:28][CH2:27][CH2:26][CH2:25][CH2:24]1. (4) The reactants are: [Cl:1][C:2]1[CH:7]=[CH:6][C:5]([CH:8]2[C:13]3[N:14]4[N:19]=[C:18]([CH3:20])[S:17][C:15]4=[N:16][C:12]=3[CH2:11][CH2:10][N:9]2[C:21](=[O:32])[CH2:22][O:23][C:24]2[CH:29]=[CH:28][C:27](I)=[CH:26][C:25]=2[Cl:31])=[C:4]([F:33])[CH:3]=1.[CH:34]1([S:37]([NH2:40])(=[O:39])=[O:38])[CH2:36][CH2:35]1. Given the product [Cl:31][C:25]1[CH:26]=[C:27]([NH:40][S:37]([CH:34]2[CH2:36][CH2:35]2)(=[O:39])=[O:38])[CH:28]=[CH:29][C:24]=1[O:23][CH2:22][C:21]([N:9]1[CH2:10][CH2:11][C:12]2[N:16]=[C:15]3[S:17][C:18]([CH3:20])=[N:19][N:14]3[C:13]=2[CH:8]1[C:5]1[CH:6]=[CH:7][C:2]([Cl:1])=[CH:3][C:4]=1[F:33])=[O:32], predict the reactants needed to synthesize it. (5) Given the product [Cl:21][C:16]1[CH:15]=[C:14]([N:10]2[CH2:9][CH2:8][C:5]3([CH2:4][CH2:3][N:2]([CH3:1])[CH2:7][CH2:6]3)[CH2:12][CH2:11]2)[CH:19]=[CH:18][C:17]=1[Cl:20], predict the reactants needed to synthesize it. The reactants are: [CH3:1][N:2]1[CH2:7][CH2:6][C:5]2([CH2:12][CH2:11][NH:10][CH2:9][CH2:8]2)[CH2:4][CH2:3]1.Br[C:14]1[CH:19]=[CH:18][C:17]([Cl:20])=[C:16]([Cl:21])[CH:15]=1. (6) Given the product [Cl:1][C:2]1[CH:22]=[C:21]([C:23]2[S:24][C:25]([Cl:28])=[CH:26][CH:27]=2)[CH:20]=[CH:19][C:3]=1[CH2:4][N:5]1[C:9]2=[N:10][C:11]([C:14]([O:16][CH3:17])=[O:15])=[CH:12][CH:13]=[C:8]2[N:7]=[C:6]1[CH3:18], predict the reactants needed to synthesize it. The reactants are: [Cl:1][C:2]1[CH:22]=[C:21]([C:23]2[S:24][CH:25]=[CH:26][CH:27]=2)[CH:20]=[CH:19][C:3]=1[CH2:4][N:5]1[C:9]2=[N:10][C:11]([C:14]([O:16][CH3:17])=[O:15])=[CH:12][CH:13]=[C:8]2[N:7]=[C:6]1[CH3:18].[Cl:28]N1C(=O)CCC1=O.ClCCl.